This data is from Catalyst prediction with 721,799 reactions and 888 catalyst types from USPTO. The task is: Predict which catalyst facilitates the given reaction. (1) Reactant: C(OC(=O)[N:7]([CH:17]1[CH2:19][CH:18]1[C:20]1[C:25]([Cl:26])=[CH:24][C:23]([Cl:27])=[CH:22][N:21]=1)[C:8](=[O:16])[C:9]1[CH:14]=[CH:13][CH:12]=[CH:11][C:10]=1[I:15])(C)(C)C.FC(F)(F)C(O)=O. Product: [Cl:26][C:25]1[C:20]([CH:18]2[CH2:19][CH:17]2[NH:7][C:8](=[O:16])[C:9]2[CH:14]=[CH:13][CH:12]=[CH:11][C:10]=2[I:15])=[N:21][CH:22]=[C:23]([Cl:27])[CH:24]=1. The catalyst class is: 4. (2) Reactant: [H-].[Na+].[C:3]([O:9][CH2:10][CH3:11])(=[O:8])[CH2:4][C:5]([CH3:7])=[O:6].C1OC1[C:14]1[CH:19]=[CH:18][CH:17]=[CH:16][CH:15]=1.[Cl-].[NH4+]. Product: [C:5]([CH:4]1[CH2:11][CH:10]([C:14]2[CH:19]=[CH:18][CH:17]=[CH:16][CH:15]=2)[O:9][C:3]1=[O:8])(=[O:6])[CH3:7]. The catalyst class is: 12. (3) Reactant: [O:1]1[C:6]2[CH:7]=[CH:8][CH:9]=[CH:10][C:5]=2[NH:4][CH2:3][CH2:2]1.[N:11]([O-])=[O:12].[Na+]. Product: [N:11]([N:4]1[CH2:3][CH2:2][O:1][C:6]2[CH:7]=[CH:8][CH:9]=[CH:10][C:5]1=2)=[O:12]. The catalyst class is: 126. (4) Reactant: [CH2:1]([CH:3]([CH2:41][CH2:42][CH2:43][CH3:44])[CH2:4][N:5]1[C:17]2[C:12](=[CH:13][C:14]([C:22](=[O:30])[C:23]3[CH:28]=[CH:27][C:26](F)=[CH:25][CH:24]=3)=[C:15]3[CH:21]=[CH:20][CH:19]=[CH:18][C:16]3=2)[C:11]2[C:6]1=[CH:7][CH:8]=[C:9]([C:31](=[O:40])[CH2:32][CH:33]([CH3:39])[CH2:34][C:35]([CH3:38])([CH3:37])[CH3:36])[CH:10]=2)[CH3:2].[F:45][C:46]([F:60])([C:49]([F:59])([F:58])[C:50]([F:57])([F:56])[C:51]([F:55])([F:54])[CH2:52][OH:53])[CH2:47][OH:48].[OH-:61].[Na+]. Product: [CH2:1]([CH:3]([CH2:41][CH2:42][CH2:43][CH3:44])[CH2:4][N:5]1[C:17]2[C:12](=[CH:13][C:14]([C:22](=[O:30])[C:23]3[CH:28]=[CH:27][C:26]([O:53][CH2:52][C:51]([F:54])([F:55])[C:50]([F:57])([F:56])[C:49]([F:58])([F:59])[C:46]([F:60])([F:45])[CH2:47][O:48][C:26]4[CH:27]=[CH:28][C:23]([C:22]([C:14]5[C:15]6[CH:21]=[CH:20][CH:19]=[CH:18][C:16]=6[C:17]6[N:5]([CH2:4][CH:3]([CH2:1][CH3:2])[CH2:41][CH2:42][CH2:43][CH3:44])[C:6]7[C:11]([C:12]=6[CH:13]=5)=[CH:10][C:9]([C:31](=[O:40])[CH2:32][CH:33]([CH3:39])[CH2:34][C:35]([CH3:37])([CH3:36])[CH3:38])=[CH:8][CH:7]=7)=[O:61])=[CH:24][CH:25]=4)=[CH:25][CH:24]=3)=[C:15]3[CH:21]=[CH:20][CH:19]=[CH:18][C:16]3=2)[C:11]2[C:6]1=[CH:7][CH:8]=[C:9]([C:31](=[O:40])[CH2:32][CH:33]([CH3:39])[CH2:34][C:35]([CH3:38])([CH3:37])[CH3:36])[CH:10]=2)[CH3:2]. The catalyst class is: 17. (5) Reactant: C([O:8][C:9]1[CH:43]=[CH:42][C:41]([C:44]([F:47])([F:46])[F:45])=[CH:40][C:10]=1[CH2:11][N:12]([CH2:25][C:26]1[CH:31]=[C:30]([C:32]([F:35])([F:34])[F:33])[CH:29]=[C:28]([C:36]([F:39])([F:38])[F:37])[CH:27]=1)[C:13]1[N:18]=[CH:17][C:16]([N:19]2[CH2:24][CH2:23][O:22][CH2:21][CH2:20]2)=[CH:15][N:14]=1)C1C=CC=CC=1. Product: [F:39][C:36]([F:37])([F:38])[C:28]1[CH:27]=[C:26]([CH:31]=[C:30]([C:32]([F:33])([F:35])[F:34])[CH:29]=1)[CH2:25][N:12]([CH2:11][C:10]1[CH:40]=[C:41]([C:44]([F:47])([F:46])[F:45])[CH:42]=[CH:43][C:9]=1[OH:8])[C:13]1[N:18]=[CH:17][C:16]([N:19]2[CH2:20][CH2:21][O:22][CH2:23][CH2:24]2)=[CH:15][N:14]=1. The catalyst class is: 178. (6) Reactant: [Cl-:1].[Cr+3:2].N1C2C=CC=CC=2N=C1CNCC1NC2C=CC=CC=2N=1.[Cl-].[Cl-].[NH:26]1[C:30]2[CH:31]=[CH:32][CH:33]=[CH:34][C:29]=2[N:28]=[C:27]1[CH2:35][N:36]([CH2:40][C:41]1[NH:45][C:44]2[CH:46]=[CH:47][CH:48]=[CH:49][C:43]=2[N:42]=1)[CH:37]([CH3:39])[CH3:38].[K+].[Br-]. Product: [Cl-:1].[Cr+3:2].[NH:26]1[C:30]2[CH:31]=[CH:32][CH:33]=[CH:34][C:29]=2[N:28]=[C:27]1[CH2:35][N:36]([CH2:40][C:41]1[NH:42][C:43]2[CH:49]=[CH:48][CH:47]=[CH:46][C:44]=2[N:45]=1)[CH:37]([CH3:39])[CH3:38].[Cl-:1].[Cl-:1]. The catalyst class is: 3. (7) Reactant: [CH2:1]([O:3][C:4]1[CH:9]=[CH:8][C:7]([N:10]2[CH:18]=[N:17][C:16]3[C:11]2=[N:12][C:13]([NH:19][C:20]2[CH:21]=[N:22][N:23]([CH:25]4[CH2:30][CH2:29][CH:28]([NH:31]C(=O)OC(C)(C)C)[CH2:27][CH2:26]4)[CH:24]=2)=[N:14][CH:15]=3)=[CH:6][CH:5]=1)[CH3:2].[ClH:39]. The catalyst class is: 135. Product: [ClH:39].[NH2:31][CH:28]1[CH2:29][CH2:30][CH:25]([N:23]2[CH:24]=[C:20]([NH:19][C:13]3[N:12]=[C:11]4[C:16]([N:17]=[CH:18][N:10]4[C:7]4[CH:6]=[CH:5][C:4]([O:3][CH2:1][CH3:2])=[CH:9][CH:8]=4)=[CH:15][N:14]=3)[CH:21]=[N:22]2)[CH2:26][CH2:27]1. (8) Reactant: [Cl:1][C:2]1[N:7]=[N:6][C:5]([C:8](OCC)=[O:9])=[C:4]([NH:13][C:14]2[CH:19]=[CH:18][C:17]([O:20][CH3:21])=[C:16]([CH2:22][CH2:23][CH3:24])[N:15]=2)[CH:3]=1.[NH3:25]. Product: [Cl:1][C:2]1[N:7]=[N:6][C:5]([C:8]([NH2:25])=[O:9])=[C:4]([NH:13][C:14]2[CH:19]=[CH:18][C:17]([O:20][CH3:21])=[C:16]([CH2:22][CH2:23][CH3:24])[N:15]=2)[CH:3]=1. The catalyst class is: 5. (9) Reactant: Cl[C:2]1[C:7]([C:8]2[N:13]=[CH:12][N:11]=[C:10]([NH:14][CH2:15][CH2:16][N:17]3[CH2:22][CH2:21][O:20][CH2:19][CH2:18]3)[CH:9]=2)=[CH:6][CH:5]=[CH:4][N:3]=1.[NH2:23][C:24]1[CH:25]=[C:26]([NH:31][C:32](=[O:43])[C:33]2[CH:38]=[CH:37][CH:36]=[C:35]([C:39]([F:42])([F:41])[F:40])[CH:34]=2)[CH:27]=[CH:28][C:29]=1[CH3:30].CC(C)([O-])C.[K+]. Product: [CH3:30][C:29]1[CH:28]=[CH:27][C:26]([NH:31][C:32](=[O:43])[C:33]2[CH:38]=[CH:37][CH:36]=[C:35]([C:39]([F:40])([F:41])[F:42])[CH:34]=2)=[CH:25][C:24]=1[NH:23][C:2]1[C:7]([C:8]2[CH:9]=[C:10]([NH:14][CH2:15][CH2:16][N:17]3[CH2:22][CH2:21][O:20][CH2:19][CH2:18]3)[N:11]=[CH:12][N:13]=2)=[CH:6][CH:5]=[CH:4][N:3]=1. The catalyst class is: 584.